Dataset: NCI-60 drug combinations with 297,098 pairs across 59 cell lines. Task: Regression. Given two drug SMILES strings and cell line genomic features, predict the synergy score measuring deviation from expected non-interaction effect. (1) Drug 1: CC(C)(C#N)C1=CC(=CC(=C1)CN2C=NC=N2)C(C)(C)C#N. Drug 2: CCC1(C2=C(COC1=O)C(=O)N3CC4=CC5=C(C=CC(=C5CN(C)C)O)N=C4C3=C2)O.Cl. Cell line: NCI/ADR-RES. Synergy scores: CSS=12.1, Synergy_ZIP=-4.17, Synergy_Bliss=3.91, Synergy_Loewe=-15.1, Synergy_HSA=-1.58. (2) Drug 1: C#CCC(CC1=CN=C2C(=N1)C(=NC(=N2)N)N)C3=CC=C(C=C3)C(=O)NC(CCC(=O)O)C(=O)O. Drug 2: C1CN(P(=O)(OC1)NCCCl)CCCl. Cell line: CCRF-CEM. Synergy scores: CSS=-2.36, Synergy_ZIP=-0.925, Synergy_Bliss=-3.33, Synergy_Loewe=-2.99, Synergy_HSA=-3.84. (3) Drug 1: CC1CCC2CC(C(=CC=CC=CC(CC(C(=O)C(C(C(=CC(C(=O)CC(OC(=O)C3CCCCN3C(=O)C(=O)C1(O2)O)C(C)CC4CCC(C(C4)OC)OCCO)C)C)O)OC)C)C)C)OC. Drug 2: CN(CCCl)CCCl.Cl. Cell line: KM12. Synergy scores: CSS=23.7, Synergy_ZIP=-11.9, Synergy_Bliss=-3.71, Synergy_Loewe=-2.66, Synergy_HSA=-1.35. (4) Drug 1: C1=NC2=C(N1)C(=S)N=C(N2)N. Drug 2: C1CN(CCN1C(=O)CCBr)C(=O)CCBr. Cell line: UO-31. Synergy scores: CSS=20.5, Synergy_ZIP=-5.26, Synergy_Bliss=-4.99, Synergy_Loewe=-8.37, Synergy_HSA=-3.48. (5) Drug 1: CN1CCC(CC1)COC2=C(C=C3C(=C2)N=CN=C3NC4=C(C=C(C=C4)Br)F)OC. Drug 2: CCC1(CC2CC(C3=C(CCN(C2)C1)C4=CC=CC=C4N3)(C5=C(C=C6C(=C5)C78CCN9C7C(C=CC9)(C(C(C8N6C=O)(C(=O)OC)O)OC(=O)C)CC)OC)C(=O)OC)O.OS(=O)(=O)O. Cell line: OVCAR-8. Synergy scores: CSS=17.6, Synergy_ZIP=3.31, Synergy_Bliss=3.45, Synergy_Loewe=0.532, Synergy_HSA=3.19.